From a dataset of Full USPTO retrosynthesis dataset with 1.9M reactions from patents (1976-2016). Predict the reactants needed to synthesize the given product. Given the product [ClH:38].[ClH:38].[NH2:20][C@H:15]1[CH2:16][CH2:17][CH2:18][CH2:19][C@H:14]1[NH:13][C:12]1[N:11]=[C:10]([C:28]2[CH:29]=[N:30][N:31]([CH3:33])[CH:32]=2)[C:9]2[C:34](=[O:37])[NH:35][CH2:36][C:8]=2[C:7]=1[F:6], predict the reactants needed to synthesize it. The reactants are: C1COCC1.[F:6][C:7]1[C:8]2[CH2:36][NH:35][C:34](=[O:37])[C:9]=2[C:10]([C:28]2[CH:29]=[N:30][N:31]([CH3:33])[CH:32]=2)=[N:11][C:12]=1[NH:13][C@@H:14]1[CH2:19][CH2:18][CH2:17][CH2:16][C@@H:15]1[NH:20]C(=O)OC(C)(C)C.[ClH:38].